Dataset: Full USPTO retrosynthesis dataset with 1.9M reactions from patents (1976-2016). Task: Predict the reactants needed to synthesize the given product. Given the product [CH:16]([C:17]1[O:4][C:3]([C:5]2[CH:10]=[CH:9][C:8]([C:11]([F:14])([F:13])[F:12])=[CH:7][CH:6]=2)=[CH:2][C:18]=1[C:19]([O:21][CH3:22])=[O:20])([CH3:24])[CH3:15], predict the reactants needed to synthesize it. The reactants are: Cl[CH2:2][C:3]([C:5]1[CH:10]=[CH:9][C:8]([C:11]([F:14])([F:13])[F:12])=[CH:7][CH:6]=1)=[O:4].[CH3:15][CH:16]([CH3:24])[C:17](=O)[CH2:18][C:19]([O:21][CH3:22])=[O:20].